This data is from Catalyst prediction with 721,799 reactions and 888 catalyst types from USPTO. The task is: Predict which catalyst facilitates the given reaction. (1) Product: [CH3:6][NH2:7].[CH3:6][NH:7][C:31]([CH:33]1[CH2:37][C:36](=[O:38])[N:35]([C:39]2[CH:44]=[CH:43][C:42]([O:45][CH2:46][C:47]3[CH:52]=[C:51]([F:53])[C:50]([F:54])=[C:49]([F:55])[CH:48]=3)=[CH:41][CH:40]=2)[CH2:34]1)=[O:30]. The catalyst class is: 8. Reactant: COC(C1CC(=O)[N:7](C2C=CC(O)=CC=2)[CH2:6]1)=O.FC1C=C(F)C=C(F)C=1CBr.C[O:30][C:31]([CH:33]1[CH2:37][C:36](=[O:38])[N:35]([C:39]2[CH:44]=[CH:43][C:42]([O:45][CH2:46][C:47]3[CH:52]=[C:51]([F:53])[C:50]([F:54])=[C:49]([F:55])[CH:48]=3)=[CH:41][CH:40]=2)[CH2:34]1)=O. (2) Reactant: Cl[C:2]1[N:7]=[C:6]([O:8][C:9]2[C:35]([F:36])=[CH:34][C:33]([F:37])=[CH:32][C:10]=2[CH2:11][NH:12][C:13]([NH:15][C:16]2[N:20]([C:21]3[CH:26]=[CH:25][C:24]([CH3:27])=[CH:23][CH:22]=3)[N:19]=[C:18]([C:28]([CH3:31])([CH3:30])[CH3:29])[CH:17]=2)=[O:14])[CH:5]=[CH:4][N:3]=1.C(O)(=O)CC(CC(O)=O)(C(O)=O)O.[NH:51]1[CH2:56][CH2:55][O:54][CH2:53][CH2:52]1. Product: [O:54]1[CH2:55][CH2:56][N:51]([C:2]2[N:7]=[C:6]([O:8][C:9]3[C:35]([F:36])=[CH:34][C:33]([F:37])=[CH:32][C:10]=3[CH2:11][NH:12][C:13]([NH:15][C:16]3[N:20]([C:21]4[CH:22]=[CH:23][C:24]([CH3:27])=[CH:25][CH:26]=4)[N:19]=[C:18]([C:28]([CH3:31])([CH3:29])[CH3:30])[CH:17]=3)=[O:14])[CH:5]=[CH:4][N:3]=2)[CH2:52][CH2:53]1. The catalyst class is: 8.